From a dataset of Catalyst prediction with 721,799 reactions and 888 catalyst types from USPTO. Predict which catalyst facilitates the given reaction. (1) Reactant: [CH2:1]([O:3][C:4]([C:6]1[S:10][C:9]([C:11]2[CH:16]=[CH:15][C:14]([C:17]([F:20])([F:19])[F:18])=[CH:13][CH:12]=2)=[N:8][C:7]=1[CH3:21])=[O:5])[CH3:2].[Br:22]N1C(=O)CCC1=O. Product: [CH2:1]([O:3][C:4]([C:6]1[S:10][C:9]([C:11]2[CH:16]=[CH:15][C:14]([C:17]([F:19])([F:20])[F:18])=[CH:13][CH:12]=2)=[N:8][C:7]=1[CH2:21][Br:22])=[O:5])[CH3:2]. The catalyst class is: 340. (2) Reactant: CC(OC(/N=N/C(OC(C)C)=O)=O)C.Cl[C:16]1[C:25]2[C:20](=[CH:21][C:22]([CH2:26][OH:27])=[CH:23][CH:24]=2)[N:19]=[C:18]([CH3:28])[CH:17]=1.C1(P(C2C=CC=CC=2)C2C=CC=CC=2)C=CC=CC=1.[CH3:48][O:49][C:50]1[CH:55]=[CH:54][CH:53]=[CH:52][C:51]=1O.[NH:57]1[CH2:61][CH2:60][CH2:59][CH2:58]1.[C:62]([OH:67])(=[O:66])[C:63]([OH:65])=[O:64]. Product: [C:62]([OH:67])(=[O:66])[C:63]([OH:65])=[O:64].[CH3:48][O:49][C:50]1[CH:55]=[CH:54][CH:53]=[CH:52][C:51]=1[O:27][CH2:26][C:22]1[CH:21]=[C:20]2[C:25]([C:16]([N:57]3[CH2:61][CH2:60][CH2:59][CH2:58]3)=[CH:17][C:18]([CH3:28])=[N:19]2)=[CH:24][CH:23]=1. The catalyst class is: 429. (3) Reactant: [CH:1]([C:3]1[CH:11]=[CH:10][C:6]([C:7](Cl)=[O:8])=[CH:5][CH:4]=1)=[CH2:2].[OH:12][CH:13]([C:21]([F:24])([F:23])[F:22])[C:14]([F:20])([F:19])[S:15]([O-:18])(=[O:17])=[O:16].[C:25]1([S+:31]([C:38]2[CH:43]=[CH:42][CH:41]=[CH:40][CH:39]=2)[C:32]2[CH:37]=[CH:36][CH:35]=[CH:34][CH:33]=2)[CH:30]=[CH:29][CH:28]=[CH:27][CH:26]=1.C(N(CC)CC)C.Cl. Product: [F:20][C:14]([F:19])([S:15]([O-:18])(=[O:17])=[O:16])[CH:13]([O:12][C:7](=[O:8])[C:6]1[CH:10]=[CH:11][C:3]([CH:1]=[CH2:2])=[CH:4][CH:5]=1)[C:21]([F:24])([F:22])[F:23].[C:38]1([S+:31]([C:25]2[CH:26]=[CH:27][CH:28]=[CH:29][CH:30]=2)[C:32]2[CH:37]=[CH:36][CH:35]=[CH:34][CH:33]=2)[CH:39]=[CH:40][CH:41]=[CH:42][CH:43]=1. The catalyst class is: 2. (4) Reactant: [NH2:1][C@H:2]([C:4]1[N:8]([CH:9]2[CH2:11][CH2:10]2)[C:7]2[C:12]([C:16]([NH:18][CH3:19])=[O:17])=[CH:13][CH:14]=[CH:15][C:6]=2[N:5]=1)[CH3:3].Cl[C:21]1[N:26]=[CH:25][N:24]=[C:23]([NH2:27])[C:22]=1[I:28].CCN(C(C)C)C(C)C. Product: [NH2:27][C:23]1[N:24]=[CH:25][N:26]=[C:21]([NH:1][C@H:2]([C:4]2[N:8]([CH:9]3[CH2:10][CH2:11]3)[C:7]3[C:12]([C:16]([NH:18][CH3:19])=[O:17])=[CH:13][CH:14]=[CH:15][C:6]=3[N:5]=2)[CH3:3])[C:22]=1[I:28]. The catalyst class is: 51.